From a dataset of Peptide-MHC class II binding affinity with 134,281 pairs from IEDB. Regression. Given a peptide amino acid sequence and an MHC pseudo amino acid sequence, predict their binding affinity value. This is MHC class II binding data. (1) The peptide sequence is SLQYLALVALVAPKK. The MHC is HLA-DPA10103-DPB10301 with pseudo-sequence HLA-DPA10103-DPB10301. The binding affinity (normalized) is 0.466. (2) The peptide sequence is IMRIKKLTITGKGTL. The MHC is DRB3_0101 with pseudo-sequence DRB3_0101. The binding affinity (normalized) is 0.192. (3) The peptide sequence is TRRFLPQILAECARRHHHHHH. The binding affinity (normalized) is 0. The MHC is HLA-DQA10103-DQB10603 with pseudo-sequence HLA-DQA10103-DQB10603. (4) The peptide sequence is EKALWIIFSQNMNIK. The MHC is HLA-DQA10102-DQB10602 with pseudo-sequence HLA-DQA10102-DQB10602. The binding affinity (normalized) is 0.334. (5) The peptide sequence is SEDLGKTFSVGTGNC. The MHC is DRB5_0101 with pseudo-sequence DRB5_0101. The binding affinity (normalized) is 0.373. (6) The peptide sequence is NPYRTWHYCGSYVTK. The MHC is HLA-DQA10601-DQB10402 with pseudo-sequence HLA-DQA10601-DQB10402. The binding affinity (normalized) is 0.581. (7) The peptide sequence is ANVMAASLRKAGKSV. The MHC is HLA-DQA10601-DQB10402 with pseudo-sequence HLA-DQA10601-DQB10402. The binding affinity (normalized) is 0.635. (8) The peptide sequence is KVAATAANAAPANDKFTVFE. The MHC is DRB1_1302 with pseudo-sequence DRB1_1302. The binding affinity (normalized) is 0.366. (9) The peptide sequence is TMTQMNQAFRNIVNM. The MHC is HLA-DQA10501-DQB10301 with pseudo-sequence HLA-DQA10501-DQB10301. The binding affinity (normalized) is 0.129. (10) The peptide sequence is DTFRKLFRGYSNFLR. The MHC is DRB5_0101 with pseudo-sequence DRB5_0101. The binding affinity (normalized) is 0.626.